From a dataset of Reaction yield outcomes from USPTO patents with 853,638 reactions. Predict the reaction yield, written as a fraction of the theoretical maximum amount of product (1.0 means a 100% yield; for example, 0.34 means a 34% yield). (1) The reactants are [F:1][C:2]([S:5][C:6]1[CH:11]=[CH:10][CH:9]=[CH:8][C:7]=1[C:12]#[C:13][C:14]1[CH:19]=[CH:18][CH:17]=[CH:16][CH:15]=1)([F:4])[F:3].[F:20][C:21]([F:27])([F:26])[S:22]([OH:25])(=[O:24])=[O:23].CCOCC. The catalyst is C(Cl)Cl.C(#N)C. The product is [F:20][C:21]([F:27])([F:26])[S:22]([O-:25])(=[O:24])=[O:23].[F:1][C:2]([F:4])([F:3])[S+:5]1[C:13]([C:14]2[CH:19]=[CH:18][CH:17]=[CH:16][CH:15]=2)=[CH:12][C:7]2[CH:8]=[CH:9][CH:10]=[CH:11][C:6]1=2. The yield is 0.800. (2) The product is [NH2:10][CH2:11][C:12]1([C:18]([O:20][CH2:21][CH3:22])=[O:19])[CH2:17][CH2:16][N:15]([C:24]2[C:25]3[CH:32]=[CH:31][NH:30][C:26]=3[N:27]=[CH:28][N:29]=2)[CH2:14][CH2:13]1. The yield is 0.950. The catalyst is CC(N(C)C)=O. The reactants are C(N(C(C)C)C(C)C)C.[NH2:10][CH2:11][C:12]1([C:18]([O:20][CH2:21][CH3:22])=[O:19])[CH2:17][CH2:16][NH:15][CH2:14][CH2:13]1.Cl[C:24]1[C:25]2[CH:32]=[CH:31][NH:30][C:26]=2[N:27]=[CH:28][N:29]=1. (3) The yield is 0.610. The catalyst is CCO. The reactants are Br[CH2:2][C:3]([C:5]1[C:10]([CH3:11])=[CH:9][C:8]([N:12]([CH3:14])[CH3:13])=[CH:7][C:6]=1[CH3:15])=O.[NH2:16][C:17]([NH2:19])=[S:18]. The product is [CH3:13][N:12]([CH3:14])[C:8]1[CH:9]=[C:10]([CH3:11])[C:5]([C:3]2[N:16]=[C:17]([NH2:19])[S:18][CH:2]=2)=[C:6]([CH3:15])[CH:7]=1. (4) The reactants are [CH3:1][Si:2]([CH3:10])([CH3:9])[C:3]#[C:4][CH2:5][C@H:6]([OH:8])[CH3:7].N1C=CN=C1.[C:16]([Si:20](Cl)([CH3:22])[CH3:21])([CH3:19])([CH3:18])[CH3:17]. The catalyst is CN(C)C=O. The product is [C:16]([Si:20]([CH3:22])([CH3:21])[O:8][C@@H:6]([CH2:5][C:4]#[C:3][Si:2]([CH3:10])([CH3:9])[CH3:1])[CH3:7])([CH3:19])([CH3:18])[CH3:17]. The yield is 0.970. (5) The reactants are [N:1]1([C:7]([O:9][C:10]([CH3:13])([CH3:12])[CH3:11])=[O:8])[CH2:6][CH2:5][NH:4][CH2:3][CH2:2]1.C(O[C:17]1(O[Si](C)(C)C)[CH2:19][CH2:18]1)C.C(O)(=O)C.C([BH3-])#N.[Na+]. The catalyst is O1CCCC1.CO. The product is [CH:17]1([N:4]2[CH2:5][CH2:6][N:1]([C:7]([O:9][C:10]([CH3:13])([CH3:12])[CH3:11])=[O:8])[CH2:2][CH2:3]2)[CH2:19][CH2:18]1. The yield is 0.683.